Task: Predict which catalyst facilitates the given reaction.. Dataset: Catalyst prediction with 721,799 reactions and 888 catalyst types from USPTO (1) Reactant: [OH:1][C@@H:2]([C:23]1[CH:28]=[CH:27][CH:26]=[CH:25][CH:24]=1)[CH2:3][CH2:4][N:5]1[CH2:10][CH2:9][CH:8]([C:11]2[CH:12]=[C:13]([NH:17][C:18](=[O:22])[CH:19]([CH3:21])[CH3:20])[CH:14]=[CH:15][CH:16]=2)[CH2:7][CH2:6]1.[F:29][C:30]1[CH:35]=[CH:34][C:33]([F:36])=[CH:32][C:31]=1O.C1(P(C2C=CC=CC=2)C2C=CC=CC=2)C=CC=CC=1.N(C(OCC)=O)=NC(OCC)=O.N. Product: [F:29][C:30]1[CH:35]=[CH:34][C:33]([F:36])=[CH:32][C:31]=1[O:1][C@@H:2]([C:23]1[CH:24]=[CH:25][CH:26]=[CH:27][CH:28]=1)[CH2:3][CH2:4][N:5]1[CH2:10][CH2:9][CH:8]([C:11]2[CH:12]=[C:13]([NH:17][C:18](=[O:22])[CH:19]([CH3:21])[CH3:20])[CH:14]=[CH:15][CH:16]=2)[CH2:7][CH2:6]1. The catalyst class is: 396. (2) Reactant: Cl[C:2]1[CH:23]=[CH:22][C:5]([C:6]([NH:8][C:9]2[CH:14]=[CH:13][C:12]([Cl:15])=[C:11]([C:16]3[CH:21]=[CH:20][CH:19]=[CH:18][N:17]=3)[CH:10]=2)=[O:7])=[C:4]([CH3:24])[N:3]=1.[CH3:25][C@@H:26]([OH:29])[CH2:27][NH2:28]. Product: [Cl:15][C:12]1[CH:13]=[CH:14][C:9]([NH:8][C:6](=[O:7])[C:5]2[CH:22]=[CH:23][C:2]([NH:28][CH2:27][C@H:26]([OH:29])[CH3:25])=[N:3][C:4]=2[CH3:24])=[CH:10][C:11]=1[C:16]1[CH:21]=[CH:20][CH:19]=[CH:18][N:17]=1. The catalyst class is: 51. (3) Reactant: [F:1][CH:2]([F:6])[C:3](O)=[O:4].CN(C(ON1N=NC2C=CC=NC1=2)=[N+](C)C)C.F[P-](F)(F)(F)(F)F.CCN(C(C)C)C(C)C.OC(C(F)(F)F)=O.[F:47][C:48]1[CH:74]=[C:73]([F:75])[CH:72]=[CH:71][C:49]=1[O:50][CH:51]1[CH2:56][CH2:55][N:54]([C:57]2[N:58]=[C:59]3[CH2:70][CH2:69][NH:68][CH2:67][C:60]3=[N:61][C:62]=2[NH:63][CH:64]([CH3:66])[CH3:65])[CH2:53][CH2:52]1. The catalyst class is: 44. Product: [F:47][C:48]1[CH:74]=[C:73]([F:75])[CH:72]=[CH:71][C:49]=1[O:50][CH:51]1[CH2:52][CH2:53][N:54]([C:57]2[N:58]=[C:59]3[CH2:70][CH2:69][N:68]([C:3](=[O:4])[CH:2]([F:6])[F:1])[CH2:67][C:60]3=[N:61][C:62]=2[NH:63][CH:64]([CH3:66])[CH3:65])[CH2:55][CH2:56]1. (4) Reactant: [C:1]([O:5][C:6]([NH:8][CH:9]([C:11]1[C:20]([C:21]2[CH:26]=[CH:25][CH:24]=[CH:23][CH:22]=2)=[C:19]([C:27]([OH:29])=O)[C:18]2[C:13](=[CH:14][CH:15]=[C:16]([F:30])[CH:17]=2)[N:12]=1)[CH3:10])=[O:7])([CH3:4])([CH3:3])[CH3:2].[CH:31]1([CH2:34][NH2:35])[CH2:33][CH2:32]1.CCN(C(C)C)C(C)C.CN(C(ON1N=NC2C=CC=NC1=2)=[N+](C)C)C.F[P-](F)(F)(F)(F)F. Product: [CH:31]1([CH2:34][NH:35][C:27]([C:19]2[C:18]3[C:13](=[CH:14][CH:15]=[C:16]([F:30])[CH:17]=3)[N:12]=[C:11]([CH:9]([NH:8][C:6](=[O:7])[O:5][C:1]([CH3:2])([CH3:4])[CH3:3])[CH3:10])[C:20]=2[C:21]2[CH:26]=[CH:25][CH:24]=[CH:23][CH:22]=2)=[O:29])[CH2:33][CH2:32]1. The catalyst class is: 31. (5) Reactant: C(OC(=O)[NH:7][C@@H:8]([CH2:12][CH2:13][CH:14]1[CH2:19][CH2:18][CH2:17][CH2:16][CH2:15]1)[CH:9]([OH:11])[CH3:10])(C)(C)C.Cl. Product: [NH2:7][CH:8]([CH2:12][CH2:13][CH:14]1[CH2:15][CH2:16][CH2:17][CH2:18][CH2:19]1)[C@@H:9]([OH:11])[CH3:10]. The catalyst class is: 38. (6) Reactant: [C:1]([C:3]1[C:12]2[C:7](=[CH:8][CH:9]=[C:10]([O:13][C:14]3[CH:19]=[CH:18][CH:17]=[C:16]([F:20])[CH:15]=3)[CH:11]=2)[C:6]([OH:21])=[C:5]([C:22]([NH:24][CH2:25][C:26]([CH3:33])([CH3:32])[C:27]([O:29]CC)=[O:28])=[O:23])[N:4]=1)#[N:2].O.CCOC(C)=O.Cl. Product: [C:1]([C:3]1[C:12]2[C:7](=[CH:8][CH:9]=[C:10]([O:13][C:14]3[CH:19]=[CH:18][CH:17]=[C:16]([F:20])[CH:15]=3)[CH:11]=2)[C:6]([OH:21])=[C:5]([C:22]([NH:24][CH2:25][C:26]([CH3:33])([CH3:32])[C:27]([OH:29])=[O:28])=[O:23])[N:4]=1)#[N:2]. The catalyst class is: 273. (7) Reactant: [Cl:1][C:2]1[CH:31]=[CH:30][C:5]([CH2:6][N:7]2[C:15]3[C:10](=[CH:11][C:12]([CH:16]=[C:17]4[S:21][C:20]([N:22]([CH3:28])[CH:23]5[CH2:27][CH2:26][NH:25][CH2:24]5)=[N:19][C:18]4=[O:29])=[CH:13][CH:14]=3)[CH:9]=[N:8]2)=[C:4]([C:32]([F:35])([F:34])[F:33])[CH:3]=1.C(=O)([O-])[O-].[K+].[K+].Br[CH2:43][C:44]([NH2:46])=[O:45]. Product: [Cl:1][C:2]1[CH:31]=[CH:30][C:5]([CH2:6][N:7]2[C:15]3[C:10](=[CH:11][C:12]([CH:16]=[C:17]4[S:21][C:20]([N:22]([CH3:28])[C@@H:23]5[CH2:27][CH2:26][N:25]([CH2:43][C:44]([NH2:46])=[O:45])[CH2:24]5)=[N:19][C:18]4=[O:29])=[CH:13][CH:14]=3)[CH:9]=[N:8]2)=[C:4]([C:32]([F:35])([F:34])[F:33])[CH:3]=1. The catalyst class is: 3. (8) Reactant: [OH-].[K+].[Br:3][C:4]1[CH:9]=[CH:8][C:7]([CH:10](Br)[CH2:11][CH2:12][CH2:13]Br)=[CH:6][CH:5]=1.[Cl:16][C:17]1[CH:18]=[C:19]([N:24]2[C:28](=[O:29])[CH2:27][N:26]([CH3:30])[C:25]2=[O:31])[CH:20]=[C:21]([Cl:23])[CH:22]=1.O. Product: [Br:3][C:4]1[CH:9]=[CH:8][C:7]([C@@H:10]2[CH2:11][CH2:12][CH2:13][C@:27]32[N:26]([CH3:30])[C:25](=[O:31])[N:24]([C:19]2[CH:18]=[C:17]([Cl:16])[CH:22]=[C:21]([Cl:23])[CH:20]=2)[C:28]3=[O:29])=[CH:6][CH:5]=1. The catalyst class is: 16. (9) Reactant: [CH3:1][O:2][C:3]([C:5]1[N:6]=[C:7]2[N:18]([CH2:19][CH2:20][N:21]3[CH2:26][CH2:25][NH:24][CH2:23][CH2:22]3)[C:17]3[CH:27]=[CH:28][CH:29]=[CH:30][C:16]=3[N:8]2[C:9](=[O:15])[C:10]=1[O:11][C:12](=[O:14])[CH3:13])=[O:4].C(N(C(C)C)CC)(C)C.[CH3:40][O:41][CH2:42]Cl. Product: [CH3:1][O:2][C:3]([C:5]1[N:6]=[C:7]2[N:18]([CH2:19][CH2:20][N:21]3[CH2:22][CH2:23][N:24]([CH2:40][O:41][CH3:42])[CH2:25][CH2:26]3)[C:17]3[CH:27]=[CH:28][CH:29]=[CH:30][C:16]=3[N:8]2[C:9](=[O:15])[C:10]=1[O:11][C:12](=[O:14])[CH3:13])=[O:4]. The catalyst class is: 4. (10) Product: [CH:41]1([NH:46][C:24]([C:22]2[CH:21]=[CH:20][C:18]3[N:19]=[C:15]([C:11]4[C:10]([C:8](=[O:9])[NH:7][CH:4]5[CH2:3][CH2:2][NH:1][CH2:6][CH2:5]5)=[C:14]([CH3:27])[NH:13][N:12]=4)[NH:16][C:17]=3[CH:23]=2)=[O:25])[CH2:40][CH2:39][CH2:43][CH2:42]1. The catalyst class is: 394. Reactant: [NH:1]1[CH2:6][CH2:5][CH:4]([NH:7][C:8]([C:10]2[C:11]([C:15]3[NH:19][C:18]4[CH:20]=[CH:21][C:22]([C:24](O)=[O:25])=[CH:23][C:17]=4[N:16]=3)=[N:12][NH:13][CH:14]=2)=[O:9])[CH2:3][CH2:2]1.[CH3:27]CN=C=NCCCN(C)C.C1[CH:39]=[CH:40][C:41]2[N:46](O)N=N[C:42]=2[CH:43]=1.C(N(C(C)C)CC)(C)C.C1(N)CCCC1.